From a dataset of Catalyst prediction with 721,799 reactions and 888 catalyst types from USPTO. Predict which catalyst facilitates the given reaction. (1) Product: [OH:12][C:8]1[C:7]([OH:13])=[CH:6][C:3]([C:4]#[N:5])=[C:2](/[N:1]=[CH:20]/[C:19]2[CH:22]=[CH:23][C:16]([O:15][CH3:14])=[CH:17][CH:18]=2)[C:9]=1[C:10]#[N:11]. Reactant: [NH2:1][C:2]1[C:9]([C:10]#[N:11])=[C:8]([OH:12])[C:7]([OH:13])=[CH:6][C:3]=1[C:4]#[N:5].[CH3:14][O:15][C:16]1[CH:23]=[CH:22][C:19]([CH:20]=O)=[CH:18][CH:17]=1. The catalyst class is: 8. (2) Reactant: [NH2:1]/[C:2](=[N:9]\[O:10][C:11]([C@H:13]1[CH2:17][CH2:16][C@H:15]([NH:18][C:19](=[O:25])[O:20][C:21]([CH3:24])([CH3:23])[CH3:22])[CH2:14]1)=O)/[C:3]1[CH:8]=[CH:7][CH:6]=[CH:5][CH:4]=1.C([O-])(=O)C.[Na+]. Product: [C:3]1([C:2]2[N:1]=[C:11]([C@H:13]3[CH2:17][CH2:16][C@H:15]([NH:18][C:19](=[O:25])[O:20][C:21]([CH3:24])([CH3:23])[CH3:22])[CH2:14]3)[O:10][N:9]=2)[CH:8]=[CH:7][CH:6]=[CH:5][CH:4]=1. The catalyst class is: 40. (3) Reactant: [C:1]([O:5][C:6]([NH:8][C@@H:9]([CH2:13][CH:14]1[CH2:16][CH2:15]1)[C:10]([OH:12])=[O:11])=[O:7])([CH3:4])([CH3:3])[CH3:2].[C:17]([O-])([O-])=O.[K+].[K+].CI. Product: [C:1]([O:5][C:6]([NH:8][C@@H:9]([CH2:13][CH:14]1[CH2:15][CH2:16]1)[C:10]([O:12][CH3:17])=[O:11])=[O:7])([CH3:4])([CH3:2])[CH3:3]. The catalyst class is: 3. (4) Reactant: Br[CH:2]1[CH2:8][CH2:7][N:6]([C:9]([CH:11]2[CH2:13][CH2:12]2)=[O:10])[CH2:5][CH2:4][C:3]1=O.[NH2:15][C:16]([NH2:18])=[S:17]. Product: [NH2:18][C:16]1[S:17][C:3]2[CH2:4][CH2:5][N:6]([C:9]([CH:11]3[CH2:13][CH2:12]3)=[O:10])[CH2:7][CH2:8][C:2]=2[N:15]=1. The catalyst class is: 32. (5) Reactant: [F:1][C:2]1[CH:3]=[C:4]([OH:10])[CH:5]=[C:6]([F:9])[C:7]=1[F:8].[H-].[Na+].Cl[C:14]1[CH:19]=[C:18]([CH3:20])[N:17]=[C:16]([NH:21][C:22]2[CH:27]=[CH:26][C:25]([N:28]3[CH:32]=[C:31]([CH3:33])[N:30]=[CH:29]3)=[C:24]([O:34][CH3:35])[CH:23]=2)[N:15]=1.[OH-].[Na+]. Product: [CH3:35][O:34][C:24]1[CH:23]=[C:22]([NH:21][C:16]2[N:17]=[C:18]([CH3:20])[CH:19]=[C:14]([O:10][C:4]3[CH:3]=[C:2]([F:1])[C:7]([F:8])=[C:6]([F:9])[CH:5]=3)[N:15]=2)[CH:27]=[CH:26][C:25]=1[N:28]1[CH:32]=[C:31]([CH3:33])[N:30]=[CH:29]1. The catalyst class is: 60.